This data is from Full USPTO retrosynthesis dataset with 1.9M reactions from patents (1976-2016). The task is: Predict the reactants needed to synthesize the given product. (1) Given the product [OH:40][CH2:39][C@@H:10]1[CH2:11][C@H:12]([N:14]([C:19]([C:21]2[N:22]=[N:23][N:24]([C:32]3[CH:37]=[CH:36][CH:35]=[CH:34][C:33]=3[CH3:38])[C:25]=2[CH2:26][O:27][CH2:28][CH2:29][O:30][CH3:31])=[O:20])[CH2:15][CH:16]([CH3:18])[CH3:17])[CH2:13][N:8]([C:6]([O:5][C:1]([CH3:3])([CH3:2])[CH3:4])=[O:7])[CH2:9]1, predict the reactants needed to synthesize it. The reactants are: [C:1]([O:5][C:6]([N:8]1[CH2:13][C@@H:12]([N:14]([C:19]([C:21]2[N:22]=[N:23][N:24]([C:32]3[CH:37]=[CH:36][CH:35]=[CH:34][C:33]=3[CH3:38])[C:25]=2[CH2:26][O:27][CH2:28][CH2:29][O:30][CH3:31])=[O:20])[CH2:15][CH:16]([CH3:18])[CH3:17])[CH2:11][C@@H:10]([C:39](O)=[O:40])[CH2:9]1)=[O:7])([CH3:4])([CH3:3])[CH3:2].CN1CCOCC1.C(Cl)(=O)OCC.[BH4-].[Na+]. (2) Given the product [CH3:18][O:19][C:20](=[O:21])/[CH:22]=[CH:7]/[C:6]1[CH:5]=[C:4]([CH:11]=[CH:10][CH:9]=1)[C:1]([OH:3])=[O:2], predict the reactants needed to synthesize it. The reactants are: [C:1]([C:4]1[CH:5]=[C:6]([CH:9]=[CH:10][CH:11]=1)[CH:7]=O)([OH:3])=[O:2].C([O-])([O-])=O.[K+].[K+].[CH3:18][O:19][C:20]([CH2:22]P(OC)(OC)=O)=[O:21]. (3) Given the product [CH3:29][C:30]1[CH:31]=[C:32]([S:37][C:2]2[CH:7]=[CH:6][C:5]([C:8]3[CH:13]=[CH:12][C:11]([CH2:14][CH2:15][C:16]4([NH:24][C:25](=[O:27])[CH3:26])[CH2:21][O:20][C:19]([CH3:23])([CH3:22])[O:18][CH2:17]4)=[CH:10][CH:9]=3)=[C:4]([F:28])[CH:3]=2)[CH:33]=[CH:34][C:35]=1[CH3:36], predict the reactants needed to synthesize it. The reactants are: Br[C:2]1[CH:7]=[CH:6][C:5]([C:8]2[CH:13]=[CH:12][C:11]([CH2:14][CH2:15][C:16]3([NH:24][C:25](=[O:27])[CH3:26])[CH2:21][O:20][C:19]([CH3:23])([CH3:22])[O:18][CH2:17]3)=[CH:10][CH:9]=2)=[C:4]([F:28])[CH:3]=1.[CH3:29][C:30]1[CH:31]=[C:32]([SH:37])[CH:33]=[CH:34][C:35]=1[CH3:36].C(N(C(C)C)CC)(C)C.O. (4) Given the product [Br:1][C:2]1[CH:10]=[CH:9][C:5]([CH2:6][OH:7])=[C:4]([CH3:11])[CH:3]=1, predict the reactants needed to synthesize it. The reactants are: [Br:1][C:2]1[CH:10]=[CH:9][C:5]([C:6](O)=[O:7])=[C:4]([CH3:11])[CH:3]=1. (5) Given the product [F:1][C:2]1[C:3](=[O:4])[N:5]([C:6]2[CH:11]=[CH:10][CH:9]=[C:8]([B:12]3[O:13][C:14]([CH3:19])([CH3:20])[C:15]([CH3:17])([CH3:18])[O:16]3)[C:7]=2[CH3:21])[C:33](=[O:34])[N:23]2[CH:24]=[CH:25][CH:26]=[CH:27][C:22]=12, predict the reactants needed to synthesize it. The reactants are: [F:1][CH:2]([C:22]1[CH:27]=[CH:26][CH:25]=[CH:24][N:23]=1)[C:3]([NH:5][C:6]1[CH:11]=[CH:10][CH:9]=[C:8]([B:12]2[O:16][C:15]([CH3:18])([CH3:17])[C:14]([CH3:20])([CH3:19])[O:13]2)[C:7]=1[CH3:21])=[O:4].C1N=CN([C:33](N2C=NC=C2)=[O:34])C=1. (6) The reactants are: [F:1][C:2]1[CH:7]=[CH:6][C:5]([F:8])=[CH:4][C:3]=1[C@H:9]1[CH2:13][CH2:12][CH2:11][N:10]1[C:14]1[CH:19]=[CH:18][N:17]2[N:20]=[CH:21][C:22]([C:23]#[CH:24])=[C:16]2[N:15]=1.[N:25]([CH:28]1[CH2:33][CH2:32][N:31]([C:34]([O:36][C:37]([CH3:40])([CH3:39])[CH3:38])=[O:35])[CH2:30][CH2:29]1)=[N+:26]=[N-:27].O.[NH4+].[OH-]. Given the product [C:37]([O:36][C:34]([N:31]1[CH2:30][CH2:29][CH:28]([N:25]2[CH:24]=[C:23]([C:22]3[CH:21]=[N:20][N:17]4[CH:18]=[CH:19][C:14]([N:10]5[CH2:11][CH2:12][CH2:13][C@@H:9]5[C:3]5[CH:4]=[C:5]([F:8])[CH:6]=[CH:7][C:2]=5[F:1])=[N:15][C:16]=34)[N:27]=[N:26]2)[CH2:33][CH2:32]1)=[O:35])([CH3:40])([CH3:38])[CH3:39], predict the reactants needed to synthesize it.